The task is: Regression. Given a peptide amino acid sequence and an MHC pseudo amino acid sequence, predict their binding affinity value. This is MHC class I binding data.. This data is from Peptide-MHC class I binding affinity with 185,985 pairs from IEDB/IMGT. The peptide sequence is RMMETWHPL. The MHC is HLA-C04:01 with pseudo-sequence HLA-C04:01. The binding affinity (normalized) is 0.213.